Dataset: Catalyst prediction with 721,799 reactions and 888 catalyst types from USPTO. Task: Predict which catalyst facilitates the given reaction. Reactant: Cl.[Cl:2][C:3]1[CH:8]=[CH:7][C:6]([C@H:9]2[C@H:11]([CH3:12])[C@H:10]2[NH:13]C(=O)OC(C)(C)C)=[CH:5][CH:4]=1. Product: [ClH:2].[Cl:2][C:3]1[CH:4]=[CH:5][C:6]([CH:9]2[CH:11]([CH3:12])[CH:10]2[NH2:13])=[CH:7][CH:8]=1. The catalyst class is: 346.